This data is from Forward reaction prediction with 1.9M reactions from USPTO patents (1976-2016). The task is: Predict the product of the given reaction. (1) Given the reactants [C:1]1([C@@H:7]([NH:9][C:10]2[N:15]=[C:14]([N:16]3[C:20]4[CH:21]=[CH:22][C:23]([NH2:25])=[CH:24][C:19]=4[N:18]=[CH:17]3)[CH:13]=[N:12][CH:11]=2)[CH3:8])[CH:6]=[CH:5][CH:4]=[CH:3][CH:2]=1.Cl.[C:27](Cl)(=[O:34])[C:28]1[CH:33]=[CH:32][N:31]=[CH:30][CH:29]=1, predict the reaction product. The product is: [C:1]1([C@@H:7]([NH:9][C:10]2[N:15]=[C:14]([N:16]3[C:20]4[CH:21]=[CH:22][C:23]([NH:25][C:27](=[O:34])[C:28]5[CH:33]=[CH:32][N:31]=[CH:30][CH:29]=5)=[CH:24][C:19]=4[N:18]=[CH:17]3)[CH:13]=[N:12][CH:11]=2)[CH3:8])[CH:6]=[CH:5][CH:4]=[CH:3][CH:2]=1. (2) Given the reactants [CH2:1]([NH:3][C:4](=[O:6])[CH3:5])[CH3:2].CC(C)([O-])C.[K+].[Br:13][C:14]1[CH:21]=[CH:20][C:17]([CH2:18]Br)=[CH:16][CH:15]=1.C(OC(=O)C)C, predict the reaction product. The product is: [Br:13][C:14]1[CH:21]=[CH:20][C:17]([CH2:18][N:3]([CH2:1][CH3:2])[C:4](=[O:6])[CH3:5])=[CH:16][CH:15]=1. (3) The product is: [Br:13][CH2:12][C:8]1[CH:9]=[CH:10][CH:11]=[C:2]([Cl:1])[C:3]=1[C:4]([O:6][CH3:7])=[O:5]. Given the reactants [Cl:1][C:2]1[CH:11]=[CH:10][CH:9]=[C:8]([CH3:12])[C:3]=1[C:4]([O:6][CH3:7])=[O:5].[Br:13]N1C(=O)CCC1=O.C(OOC(=O)C1C=CC=CC=1)(=O)C1C=CC=CC=1.ClCCl, predict the reaction product. (4) Given the reactants [CH:1]1([N:4]2[C:12]3[C:7](=[C:8](OS(C(F)(F)F)(=O)=O)[CH:9]=[C:10]([C:13]([O:15][CH2:16][CH3:17])=[O:14])[CH:11]=3)[CH:6]=[CH:5]2)[CH2:3][CH2:2]1.[CH3:26][N:27](C=O)C, predict the reaction product. The product is: [C:26]([C:8]1[CH:9]=[C:10]([C:13]([O:15][CH2:16][CH3:17])=[O:14])[CH:11]=[C:12]2[C:7]=1[CH:6]=[CH:5][N:4]2[CH:1]1[CH2:3][CH2:2]1)#[N:27]. (5) Given the reactants [F:1][C:2]1[C:3]([CH:16]=[CH2:17])=[C:4]([NH:11][CH:12]([CH3:15])C=C)[C:5]([N+:8]([O-:10])=[O:9])=[CH:6][CH:7]=1, predict the reaction product. The product is: [F:1][C:2]1[CH:7]=[CH:6][C:5]([N+:8]([O-:10])=[O:9])=[C:4]2[C:3]=1[CH:16]=[CH:17][CH:12]([CH3:15])[NH:11]2. (6) Given the reactants [C:1]1([S:7]([N:10]2[C:18]3[C:13](=[CH:14][CH:15]=[C:16]([F:19])[CH:17]=3)[C:12]([C:20]3[CH:21]=[CH:22][C:23]4[N:27]=[C:26]([CH2:28][CH2:29][NH2:30])[NH:25][C:24]=4[CH:31]=3)=[CH:11]2)(=[O:9])=[O:8])[CH:6]=[CH:5][CH:4]=[CH:3][CH:2]=1.[CH3:32][S:33](Cl)(=[O:35])=[O:34], predict the reaction product. The product is: [C:1]1([S:7]([N:10]2[C:18]3[C:13](=[CH:14][CH:15]=[C:16]([F:19])[CH:17]=3)[C:12]([C:20]3[CH:21]=[CH:22][C:23]4[N:27]=[C:26]([CH2:28][CH2:29][NH:30][S:33]([CH3:32])(=[O:35])=[O:34])[NH:25][C:24]=4[CH:31]=3)=[CH:11]2)(=[O:9])=[O:8])[CH:2]=[CH:3][CH:4]=[CH:5][CH:6]=1. (7) Given the reactants [CH3:1][CH:2]([CH2:13][CH3:14])[CH:3]([C:7]1[CH:12]=[CH:11][CH:10]=[CH:9][CH:8]=1)[C:4](O)=[O:5].CN(C)C=O.C(Cl)(=O)C([Cl:23])=O, predict the reaction product. The product is: [CH3:1][CH:2]([CH2:13][CH3:14])[CH:3]([C:7]1[CH:12]=[CH:11][CH:10]=[CH:9][CH:8]=1)[C:4]([Cl:23])=[O:5].